This data is from Reaction yield outcomes from USPTO patents with 853,638 reactions. The task is: Predict the reaction yield, written as a fraction of the theoretical maximum amount of product (1.0 means a 100% yield; for example, 0.34 means a 34% yield). (1) The reactants are [C:1]12([C:11]3[CH:22]=[CH:21][C:14]([O:15][CH2:16][CH2:17][C:18](O)=[O:19])=[C:13]([CH3:23])[CH:12]=3)[CH2:10][CH:5]3[CH2:6][CH:7]([CH2:9][CH:3]([CH2:4]3)[CH2:2]1)[CH2:8]2.[NH:24]1[CH2:29][CH2:28][O:27][CH2:26][CH2:25]1. No catalyst specified. The product is [C:1]12([C:11]3[CH:22]=[CH:21][C:14]([O:15][CH2:16][CH2:17][C:18]([N:24]4[CH2:29][CH2:28][O:27][CH2:26][CH2:25]4)=[O:19])=[C:13]([CH3:23])[CH:12]=3)[CH2:8][CH:7]3[CH2:9][CH:3]([CH2:4][CH:5]([CH2:6]3)[CH2:10]1)[CH2:2]2. The yield is 0.905. (2) The reactants are Br[C:2]1[CH:3]=[C:4]2[C:12](=[CH:13][CH:14]=1)[NH:11][C:10]1[C:9]([O:15][CH2:16][CH2:17][N:18]([CH2:21][CH3:22])[CH2:19][CH3:20])=[C:8]3[NH:23][C:24]4[CH:25]=[CH:26][C:27](Br)=[CH:28][C:29]=4[C:7]3=[CH:6][C:5]2=1. The catalyst is CN(C=O)C.[Pd]. The product is [CH:3]1[CH:2]=[CH:14][CH:13]=[C:12]2[C:4]=1[C:5]1[CH:6]=[C:7]3[C:29]4[CH:28]=[CH:27][CH:26]=[CH:25][C:24]=4[NH:23][C:8]3=[C:9]([O:15][CH2:16][CH2:17][N:18]([CH2:19][CH3:20])[CH2:21][CH3:22])[C:10]=1[NH:11]2. The yield is 0.640. (3) The reactants are Br[CH2:2][C:3]1[CH:8]=[CH:7][C:6]([C:9]2[O:10][C:11]3[C:17]([C:18]([O:20][CH3:21])=[O:19])=[CH:16][CH:15]=[CH:14][C:12]=3[N:13]=2)=[CH:5][CH:4]=1.[CH3:22][O:23][NH:24][CH3:25]. No catalyst specified. The product is [CH3:22][O:23][N:24]([CH2:2][C:3]1[CH:8]=[CH:7][C:6]([C:9]2[O:10][C:11]3[C:17]([C:18]([O:20][CH3:21])=[O:19])=[CH:16][CH:15]=[CH:14][C:12]=3[N:13]=2)=[CH:5][CH:4]=1)[CH3:25]. The yield is 0.650. (4) The reactants are [OH:1][CH2:2][CH2:3][N:4]1[CH2:12][C:11]2[C:6](=[CH:7][CH:8]=[C:9](I)[CH:10]=2)[C:5]1=[O:14].[S:15]1[CH:19]=[CH:18][CH:17]=[C:16]1B(O)O. No catalyst specified. The product is [OH:1][CH2:2][CH2:3][N:4]1[CH2:12][C:11]2[C:6](=[CH:7][CH:8]=[C:9]([C:16]3[S:15][CH:19]=[CH:18][CH:17]=3)[CH:10]=2)[C:5]1=[O:14]. The yield is 0.960. (5) The reactants are [CH3:1][C:2]1[O:6][N:5]=[C:4]([C:7]2[CH:12]=[CH:11][CH:10]=[CH:9][CH:8]=2)[C:3]=1[CH2:13][OH:14].[CH3:15][O:16][C:17](=[O:25])[C:18]1[CH:23]=[CH:22][N:21]=[C:20](O)[CH:19]=1.C1(P(C2C=CC=CC=2)C2C=CC=CC=2)C=CC=CC=1.N(C(OCC)=O)=NC(OCC)=O. The catalyst is C1COCC1. The product is [CH3:15][O:16][C:17](=[O:25])[C:18]1[CH:23]=[CH:22][N:21]=[C:20]([O:14][CH2:13][C:3]2[C:4]([C:7]3[CH:12]=[CH:11][CH:10]=[CH:9][CH:8]=3)=[N:5][O:6][C:2]=2[CH3:1])[CH:19]=1. The yield is 0.380.